This data is from Aqueous solubility values for 9,982 compounds from the AqSolDB database. The task is: Regression/Classification. Given a drug SMILES string, predict its absorption, distribution, metabolism, or excretion properties. Task type varies by dataset: regression for continuous measurements (e.g., permeability, clearance, half-life) or binary classification for categorical outcomes (e.g., BBB penetration, CYP inhibition). For this dataset (solubility_aqsoldb), we predict Y. (1) The molecule is CN1CC[C@]23c4c5ccc(OCc6ccccc6)c4O[C@H]2[C@@H](O)C=C[C@H]3[C@H]1C5. The Y is -2.97 log mol/L. (2) The molecule is CCCCCBr. The Y is -3.08 log mol/L. (3) The drug is O=C(OC1CCCCC1)c1ccccc1C(=O)OC1CCCCC1. The Y is -5.51 log mol/L. (4) The compound is CCCCCCCc1ccn(CCC(=O)O)c(=O)c1. The Y is -4.40 log mol/L. (5) The drug is CC1OCC(c2ccccc2)O1. The Y is -1.81 log mol/L. (6) The molecule is COCCOCCCn1c(=O)c2c(N)c3c(=O)c4ccccc4c(=O)c3c(N)c2c1=O. The Y is -8.27 log mol/L.